Task: Predict the reactants needed to synthesize the given product.. Dataset: Full USPTO retrosynthesis dataset with 1.9M reactions from patents (1976-2016) (1) Given the product [F:16][CH:14]([F:15])[C@@:7]([NH:6][S@:4]([C:2]([CH3:3])([CH3:1])[CH3:24])=[O:5])([C:17]1[CH:22]=[CH:21][CH:20]=[CH:19][C:18]=1[F:23])[CH2:8][CH:9]=[O:10], predict the reactants needed to synthesize it. The reactants are: [CH3:1][C:2]([CH3:24])([S@@:4]([NH:6][C@@:7]([C:17]1[CH:22]=[CH:21][CH:20]=[CH:19][C:18]=1[F:23])([CH:14]([F:16])[F:15])[CH2:8][C:9](OCC)=[O:10])=[O:5])[CH3:3].CC(C[AlH]CC(C)C)C. (2) Given the product [CH3:1][O:2][C:5]1[C:6](=[O:17])[C:7]2[C:12]([C:13](=[O:16])[C:14]=1[NH:18][C:19]1[CH:24]=[CH:23][CH:22]=[CH:21][CH:20]=1)=[CH:11][CH:10]=[CH:9][CH:8]=2, predict the reactants needed to synthesize it. The reactants are: [CH3:1][O-:2].[Na+].Cl[C:5]1[C:6](=[O:17])[C:7]2[C:12]([C:13](=[O:16])[C:14]=1Cl)=[CH:11][CH:10]=[CH:9][CH:8]=2.[NH2:18][C:19]1[CH:24]=[CH:23][CH:22]=[CH:21][CH:20]=1. (3) Given the product [CH3:16][C:11]1[CH:10]=[C:9]([CH:14]=[CH:13][C:12]=1[CH3:15])[C:8]([C:4]1[C:3](=[O:18])[C:24]2[C:25](=[C:20]([CH3:19])[N:21]=[C:22]([CH3:27])[CH:23]=2)[NH:26][CH:5]=1)=[O:17], predict the reactants needed to synthesize it. The reactants are: CO[C:3](=[O:18])[C:4]([C:8](=[O:17])[C:9]1[CH:14]=[CH:13][C:12]([CH3:15])=[C:11]([CH3:16])[CH:10]=1)=[CH:5]OC.[CH3:19][C:20]1[C:25]([NH2:26])=[CH:24][CH:23]=[C:22]([CH3:27])[N:21]=1.C1(OC2C=CC=CC=2)C=CC=CC=1. (4) Given the product [CH2:25]([NH:26][C@@H:9]([CH:8]1[CH2:7][CH2:11]1)[CH3:10])[C:22]1[CH:23]=[CH:24][CH:19]=[CH:20][CH:21]=1, predict the reactants needed to synthesize it. The reactants are: Br[C:10]1[CH:9]=[C:8]2[C:8](=[CH:9][CH:10]=1)[C@:7](N=C=O)([C:11](OC)=O)[CH2:11][CH2:7]2.F[C:19]1[CH:24]=[CH:23][C:22]([CH2:25][NH2:26])=[CH:21][CH:20]=1.[BH-](OC(C)=O)(OC(C)=O)OC(C)=O.[Na+]. (5) Given the product [Cl:1][C:2]1[CH:3]=[CH:4][C:5]([O:42][CH:43]([F:45])[F:44])=[C:6]([C:8]2[C:12]([NH:13][C:14]([C:16]3[CH:17]=[N:18][N:19]4[CH:24]=[CH:23][CH:22]=[N:21][C:20]=34)=[O:15])=[CH:11][N:10]([CH2:25][C:26]([N:27]3[CH2:28][CH2:29][N:30]([CH2:33][CH:35]([CH3:36])[CH3:40])[CH2:31][CH2:32]3)=[O:41])[N:9]=2)[CH:7]=1, predict the reactants needed to synthesize it. The reactants are: [Cl:1][C:2]1[CH:3]=[CH:4][C:5]([O:42][CH:43]([F:45])[F:44])=[C:6]([C:8]2[C:12]([NH:13][C:14]([C:16]3[CH:17]=[N:18][N:19]4[CH:24]=[CH:23][CH:22]=[N:21][C:20]=34)=[O:15])=[CH:11][N:10]([CH2:25][C:26](=[O:41])[N:27]3[CH2:32][CH2:31][N:30]([CH:33]([C:35]4[CH:40]=CC=C[CH:36]=4)C)[CH2:29][CH2:28]3)[N:9]=2)[CH:7]=1.ClC1C=CC(OC(F)F)=C(C2C(NC(C3C=NN4C=CC=NC=34)=O)=CN(CC(O)=O)N=2)C=1.CC(C)CN1CCNCC1. (6) Given the product [CH2:1]([S:8][C:9]1[CH:14]=[CH:13][C:12]([C:15]2[NH:36][C:18]3=[N:19][C:20]([N:23]4[CH2:24][CH2:25][NH:26][CH2:27][CH2:28]4)=[CH:21][CH:22]=[C:17]3[N:16]=2)=[CH:11][CH:10]=1)[C:2]1[CH:3]=[CH:4][CH:5]=[CH:6][CH:7]=1, predict the reactants needed to synthesize it. The reactants are: [CH2:1]([S:8][C:9]1[CH:14]=[CH:13][C:12]([C:15]2[NH:36][C:18]3=[N:19][C:20]([N:23]4[CH2:28][CH2:27][N:26](C(OC(C)(C)C)=O)[CH2:25][CH2:24]4)=[CH:21][CH:22]=[C:17]3[N:16]=2)=[CH:11][CH:10]=1)[C:2]1[CH:7]=[CH:6][CH:5]=[CH:4][CH:3]=1.C(O)(C(F)(F)F)=O. (7) Given the product [F:25][C:19]1[CH:20]=[C:21]([F:24])[CH:22]=[CH:23][C:18]=1[N:14]1[C:15](=[O:17])[CH2:16][CH:12]([CH2:11][N:9]2[CH:10]=[C:6]([C:4]([OH:5])=[O:3])[CH:7]=[N:8]2)[CH2:13]1, predict the reactants needed to synthesize it. The reactants are: C([O:3][C:4]([C:6]1[CH:7]=[N:8][N:9]([CH2:11][CH:12]2[CH2:16][C:15](=[O:17])[N:14]([C:18]3[CH:23]=[CH:22][C:21]([F:24])=[CH:20][C:19]=3[F:25])[CH2:13]2)[CH:10]=1)=[O:5])C.[OH-].[K+].